Task: Predict the reaction yield, written as a fraction of the theoretical maximum amount of product (1.0 means a 100% yield; for example, 0.34 means a 34% yield).. Dataset: Reaction yield outcomes from USPTO patents with 853,638 reactions (1) The reactants are [CH:1]1([C:4]([CH:6](Br)[C:7]2[CH:12]=[CH:11][CH:10]=[CH:9][C:8]=2[F:13])=[O:5])[CH2:3][CH2:2]1.C1(C)C=CC(S(O)(=O)=O)=CC=1.[O:26]=[C:27]1[S:35][C:34]2[CH2:33][CH2:32][NH:31][CH2:30][C:29]=2[CH2:28]1.C(=O)(O)[O-].[K+].[Br-].[Na+]. The catalyst is [Br-].C([N+](CCCC)(CCCC)CCCC)CCC.O.C(OCC)(=O)C.CN(C=O)C. The product is [CH:1]1([C:4]([CH:6]([N:31]2[CH2:32][CH2:33][C:34]3[S:35][C:27](=[O:26])[CH2:28][C:29]=3[CH2:30]2)[C:7]2[CH:12]=[CH:11][CH:10]=[CH:9][C:8]=2[F:13])=[O:5])[CH2:3][CH2:2]1. The yield is 0.910. (2) The reactants are [NH2:1][C:2]1[C:10]([Cl:11])=[CH:9][CH:8]=[CH:7][C:3]=1[C:4]([OH:6])=O.N1[CH:16]=[CH:15]N=C1.C(Cl)(=O)C.Cl.[NH2:22][CH:23]1[CH2:28][CH2:27][C:26](=[O:29])[NH:25][C:24]1=[O:30].P(OC1C=CC=CC=1)(OC1C=CC=CC=1)OC1C=CC=CC=1. The catalyst is C(#N)C.CO.O. The product is [Cl:11][C:10]1[CH:9]=[CH:8][CH:7]=[C:3]2[C:2]=1[N:1]=[C:15]([CH3:16])[N:22]([CH:23]1[CH2:28][CH2:27][C:26](=[O:29])[NH:25][C:24]1=[O:30])[C:4]2=[O:6]. The yield is 0.380. (3) The reactants are [F:1][C:2]1[CH:10]=[C:9]2[C:5]([CH:6]=[C:7]([C:11]([CH3:19])([CH3:18])[CH2:12][C:13](OCC)=[O:14])[NH:8]2)=[CH:4][C:3]=1[N+:20]([O-:22])=[O:21].CC(C[AlH]CC(C)C)C. The catalyst is C(Cl)Cl. The product is [F:1][C:2]1[CH:10]=[C:9]2[C:5]([CH:6]=[C:7]([C:11]([CH3:19])([CH3:18])[CH2:12][CH2:13][OH:14])[NH:8]2)=[CH:4][C:3]=1[N+:20]([O-:22])=[O:21]. The yield is 0.220. (4) The reactants are [O:1]1[C:5]2[CH:6]=[CH:7][CH:8]=[CH:9][C:4]=2[N:3]=[C:2]1[CH:10]([OH:37])[C@@H:11]([NH:15][C:16](=[O:36])[C@@H:17]([NH:29][CH:30]1[CH2:35][CH2:34][O:33][CH2:32][CH2:31]1)[CH2:18][S:19]([CH2:22][C:23]1[CH:28]=[CH:27][CH:26]=[CH:25][CH:24]=1)(=[O:21])=[O:20])[CH2:12][CH2:13][CH3:14].S([O-])([O-])(=O)=S. The catalyst is ClCCl. The product is [O:1]1[C:5]2[CH:6]=[CH:7][CH:8]=[CH:9][C:4]=2[N:3]=[C:2]1[C:10]([C@@H:11]([NH:15][C:16](=[O:36])[C@@H:17]([NH:29][CH:30]1[CH2:31][CH2:32][O:33][CH2:34][CH2:35]1)[CH2:18][S:19]([CH2:22][C:23]1[CH:24]=[CH:25][CH:26]=[CH:27][CH:28]=1)(=[O:21])=[O:20])[CH2:12][CH2:13][CH3:14])=[O:37]. The yield is 0.0800. (5) The reactants are [Cl:1][C:2]1[C:11]([CH:12]=O)=[CH:10][C:9]2[C:4](=[CH:5][CH:6]=[C:7]([O:14][CH3:15])[CH:8]=2)[N:3]=1.[S:16]1[CH:20]=[CH:19][CH:18]=[C:17]1[CH2:21][C:22]#[N:23]. No catalyst specified. The product is [Cl:1][C:2]1[C:11](/[CH:12]=[C:21](/[C:17]2[S:16][CH:20]=[CH:19][CH:18]=2)\[C:22]#[N:23])=[CH:10][C:9]2[C:4](=[CH:5][CH:6]=[C:7]([O:14][CH3:15])[CH:8]=2)[N:3]=1. The yield is 0.920. (6) The reactants are F[B-](F)(F)F.[CH3:6][O+](C)C.[OH:10][C:11]1[CH:20]=[CH:19][C:18]2[CH:17]([C:21]([O:23][CH2:24][CH3:25])=[O:22])[N:16]([C:26]([O:28][C:29]([CH3:32])([CH3:31])[CH3:30])=[O:27])[CH2:15][CH2:14][C:13]=2[N:12]=1.C(=O)([O-])O.[Na+]. The yield is 0.280. The product is [CH3:6][O:10][C:11]1[CH:20]=[CH:19][C:18]2[CH:17]([C:21]([O:23][CH2:24][CH3:25])=[O:22])[N:16]([C:26]([O:28][C:29]([CH3:31])([CH3:30])[CH3:32])=[O:27])[CH2:15][CH2:14][C:13]=2[N:12]=1. The catalyst is C(#N)C. (7) The reactants are Br[C:2]1[CH:7]=[C:6]([O:8][CH3:9])[CH:5]=[C:4]([F:10])[CH:3]=1.[Cl:11][C:12]1[CH:13]=[C:14](B(O)O)[CH:15]=[CH:16][CH:17]=1.C(=O)([O-])[O-].[K+].[K+]. The catalyst is C1C=CC([P]([Pd]([P](C2C=CC=CC=2)(C2C=CC=CC=2)C2C=CC=CC=2)([P](C2C=CC=CC=2)(C2C=CC=CC=2)C2C=CC=CC=2)[P](C2C=CC=CC=2)(C2C=CC=CC=2)C2C=CC=CC=2)(C2C=CC=CC=2)C2C=CC=CC=2)=CC=1. The product is [Cl:11][C:12]1[CH:17]=[C:16]([C:2]2[CH:7]=[C:6]([O:8][CH3:9])[CH:5]=[C:4]([F:10])[CH:3]=2)[CH:15]=[CH:14][CH:13]=1. The yield is 1.02. (8) The product is [CH3:31][S:32]([O:1][CH2:2][CH2:3]/[CH:4]=[CH:5]/[CH2:6][C:7]([NH:9][C:10]1[CH:15]=[CH:14][CH:13]=[CH:12][C:11]=1[NH:16][C:17]([O:18][C:19]([CH3:20])([CH3:22])[CH3:21])=[O:23])=[O:8])(=[O:34])=[O:33]. The catalyst is C(Cl)Cl. The yield is 0.900. The reactants are [OH:1][CH2:2][CH2:3]/[CH:4]=[CH:5]/[CH2:6][C:7]([NH:9][C:10]1[CH:15]=[CH:14][CH:13]=[CH:12][C:11]=1[NH:16][C:17](=[O:23])[O:18][C:19]([CH3:22])([CH3:21])[CH3:20])=[O:8].C(N(CC)CC)C.[CH3:31][S:32](Cl)(=[O:34])=[O:33].O. (9) The product is [CH2:32]([O:34][C:35]1[CH:40]=[C:39]([C:2]2[CH:7]=[CH:6][C:5]([CH2:8][C:9]([NH:11][C:12]3[CH:17]=[CH:16][C:15]([CH2:18][N:19]4[CH2:20][CH2:21][N:22]([CH2:25][CH3:26])[CH2:23][CH2:24]4)=[C:14]([C:27]([F:30])([F:28])[F:29])[CH:13]=3)=[O:10])=[C:4]([F:31])[CH:3]=2)[CH:38]=[N:37][C:36]=1[O:50][CH2:51][C:52]1[CH:53]=[CH:54][C:55]([O:58][CH3:59])=[CH:56][CH:57]=1)[CH3:33]. The reactants are Br[C:2]1[CH:7]=[CH:6][C:5]([CH2:8][C:9]([NH:11][C:12]2[CH:17]=[CH:16][C:15]([CH2:18][N:19]3[CH2:24][CH2:23][N:22]([CH2:25][CH3:26])[CH2:21][CH2:20]3)=[C:14]([C:27]([F:30])([F:29])[F:28])[CH:13]=2)=[O:10])=[C:4]([F:31])[CH:3]=1.[CH2:32]([O:34][C:35]1[C:36]([O:50][CH2:51][C:52]2[CH:57]=[CH:56][C:55]([O:58][CH3:59])=[CH:54][CH:53]=2)=[N:37][CH:38]=[C:39](B2OC(C)(C)C(C)(C)O2)[CH:40]=1)[CH3:33].C([O-])([O-])=O.[Cs+].[Cs+]. The catalyst is O1CCOCC1.O.C1C=CC(P(C2C=CC=CC=2)[C-]2C=CC=C2)=CC=1.C1C=CC(P(C2C=CC=CC=2)[C-]2C=CC=C2)=CC=1.Cl[Pd]Cl.[Fe+2]. The yield is 0.724.